This data is from Forward reaction prediction with 1.9M reactions from USPTO patents (1976-2016). The task is: Predict the product of the given reaction. (1) Given the reactants [CH2:1]([CH:8]1[O:13][CH2:12][CH2:11][N:10]([C:14]2[N:15]=[C:16](O)[C:17]3[CH:23]=[CH:22][N:21]=[CH:20][C:18]=3[N:19]=2)[CH2:9]1)[C:2]1[CH:7]=[CH:6][CH:5]=[CH:4][CH:3]=1.CCN(CC)CC.C(C1C=C(C(C)C)C=C(C(C)C)C=1S(Cl)(=O)=O)(C)C.[C:51]([N:58]1[CH2:62][CH2:61][C@@H:60]([NH2:63])[CH2:59]1)([O:53][C:54]([CH3:57])([CH3:56])[CH3:55])=[O:52], predict the reaction product. The product is: [C:54]([O:53][C:51]([N:58]1[CH2:62][CH2:61][C@@H:60]([NH:63][C:16]2[C:17]3[CH:23]=[CH:22][N:21]=[CH:20][C:18]=3[N:19]=[C:14]([N:10]3[CH2:11][CH2:12][O:13][CH:8]([CH2:1][C:2]4[CH:7]=[CH:6][CH:5]=[CH:4][CH:3]=4)[CH2:9]3)[N:15]=2)[CH2:59]1)=[O:52])([CH3:57])([CH3:55])[CH3:56]. (2) Given the reactants C(N(CC)CC)C.[OH:8][N:9]1[C:17](=[O:18])[C:16]2[C:11](=[CH:12][CH:13]=[CH:14][CH:15]=2)[C:10]1=[O:19].[N+:20]([C:23]1[CH:28]=[C:27]([N+:29]([O-:31])=[O:30])[CH:26]=[CH:25][C:24]=1Cl)([O-:22])=[O:21], predict the reaction product. The product is: [N+:20]([C:23]1[CH:28]=[C:27]([N+:29]([O-:31])=[O:30])[CH:26]=[CH:25][C:24]=1[O:8][N:9]1[C:17](=[O:18])[C:16]2[C:11](=[CH:12][CH:13]=[CH:14][CH:15]=2)[C:10]1=[O:19])([O-:22])=[O:21]. (3) Given the reactants [C:1]([CH2:4][CH2:5][CH2:6][NH:7][C:8](=[O:14])[O:9][C:10]([CH3:13])([CH3:12])[CH3:11])([OH:3])=O.[CH2:15]1[CH2:20][CH2:19][CH:18]([N:21]=C=[N:21][CH:18]2[CH2:19][CH2:20][CH2:15][CH2:16][CH2:17]2)[CH2:17][CH2:16]1.NC1C=CC=CC=1, predict the reaction product. The product is: [C:18]1([NH:21][C:1]([CH2:4][CH2:5][CH2:6][NH:7][C:8](=[O:14])[O:9][C:10]([CH3:13])([CH3:12])[CH3:11])=[O:3])[CH:19]=[CH:20][CH:15]=[CH:16][CH:17]=1.